This data is from Catalyst prediction with 721,799 reactions and 888 catalyst types from USPTO. The task is: Predict which catalyst facilitates the given reaction. (1) Reactant: [CH3:1][S:2][C:3]1[O:4][C:5]2[C:6]([N:11]=1)=[N:7][CH:8]=[CH:9][CH:10]=2.[Br:12][CH2:13][CH2:14][C:15]([NH2:17])=[O:16]. Product: [Br-:12].[C:15]([CH2:14][CH2:13][N:7]1[CH:8]=[CH:9][CH:10]=[C:5]2[O:4][CH:3]([S:2][CH3:1])[NH+:11]=[C:6]12)(=[O:16])[NH2:17]. The catalyst class is: 13. (2) Reactant: Cl[C:2](Cl)([O:4]C(=O)OC(Cl)(Cl)Cl)Cl.[CH3:13][C:14]1[N:19]=[CH:18][C:17]([C:20]2[CH:21]=[CH:22][C:23]3[N:29]4[CH2:30][C@H:26]([CH2:27][CH2:28]4)[NH:25][C:24]=3[N:31]=2)=[CH:16][CH:15]=1.CCN(C(C)C)C(C)C.[O:41]1[CH2:46][CH2:45][CH:44]([NH2:47])[CH2:43][CH2:42]1. Product: [CH3:13][C:14]1[N:19]=[CH:18][C:17]([C:20]2[CH:21]=[CH:22][C:23]3[N:29]4[CH2:30][C@H:26]([CH2:27][CH2:28]4)[N:25]([C:2]([NH:47][CH:44]4[CH2:45][CH2:46][O:41][CH2:42][CH2:43]4)=[O:4])[C:24]=3[N:31]=2)=[CH:16][CH:15]=1. The catalyst class is: 7. (3) Reactant: O.[OH-].[Li+].[CH:4]1([CH2:7][C:8]2[CH:13]=[C:12]([CH3:14])[C:11]([NH:15][C:16]([NH:18][C:19]3[CH:20]=[C:21]([C:40]4[CH:45]=[CH:44][C:43]([F:46])=[C:42]([F:47])[CH:41]=4)[CH:22]=[CH:23][C:24]=3[C:25]([NH:27][C@H:28]([C:36]([O:38]C)=[O:37])[C@@H:29]([CH3:35])[O:30][C:31]([CH3:34])([CH3:33])[CH3:32])=[O:26])=[O:17])=[C:10]([CH3:48])[CH:9]=2)[CH2:6][CH2:5]1.CO.Cl. Product: [CH:4]1([CH2:7][C:8]2[CH:13]=[C:12]([CH3:14])[C:11]([NH:15][C:16]([NH:18][C:19]3[CH:20]=[C:21]([C:40]4[CH:45]=[CH:44][C:43]([F:46])=[C:42]([F:47])[CH:41]=4)[CH:22]=[CH:23][C:24]=3[C:25]([NH:27][C@H:28]([C:36]([OH:38])=[O:37])[C@@H:29]([CH3:35])[O:30][C:31]([CH3:33])([CH3:34])[CH3:32])=[O:26])=[O:17])=[C:10]([CH3:48])[CH:9]=2)[CH2:5][CH2:6]1. The catalyst class is: 20. (4) Reactant: C(OC([N:8]1[CH2:12][CH2:11][C@H:10]([C@H:13]([O:19][C:20]2[CH:25]=[CH:24][C:23]([C:26]([F:29])([F:28])[F:27])=[CH:22][CH:21]=2)[CH2:14][S:15](Cl)(=[O:17])=[O:16])[CH2:9]1)=O)(C)(C)C.[CH2:30]([NH2:37])[C:31]1[CH:36]=[CH:35][CH:34]=[CH:33][CH:32]=1.[C:38]([OH:44])([C:40]([F:43])([F:42])[F:41])=[O:39]. Product: [CH2:30]([NH:37][S:15]([CH2:14][C@H:13]([C@H:10]1[CH2:11][CH2:12][NH:8][CH2:9]1)[O:19][C:20]1[CH:25]=[CH:24][C:23]([C:26]([F:29])([F:28])[F:27])=[CH:22][CH:21]=1)(=[O:16])=[O:17])[C:31]1[CH:36]=[CH:35][CH:34]=[CH:33][CH:32]=1.[C:38]([OH:44])([C:40]([F:43])([F:42])[F:41])=[O:39]. The catalyst class is: 2. (5) Reactant: [Cl:1][C:2]1[CH:3]=[C:4]2[C:12](=[CH:13][C:14]=1[Cl:15])[N:11]([S:16]([C:19]1[CH:25]=[CH:24][C:22]([CH3:23])=[CH:21][CH:20]=1)(=[O:18])=[O:17])[C:10]1[C:9](=[O:26])[CH2:8][CH2:7][CH2:6][C:5]2=1.[Li+].[CH3:28][Si]([N-][Si](C)(C)C)(C)C.CI.[NH4+].[Cl-]. Product: [Cl:1][C:2]1[CH:3]=[C:4]2[C:12](=[CH:13][C:14]=1[Cl:15])[N:11]([S:16]([C:19]1[CH:25]=[CH:24][C:22]([CH3:23])=[CH:21][CH:20]=1)(=[O:18])=[O:17])[C:10]1[C:9](=[O:26])[CH:8]([CH3:28])[CH2:7][CH2:6][C:5]2=1. The catalyst class is: 1. (6) Reactant: [CH:1]1([CH2:4][N:5]([CH2:30][CH2:31][CH3:32])[C:6]2[N:11]=[CH:10][N:9]=[C:8]([C:12]([NH:14][C:15]3[CH:23]=[CH:22][C:21]4[C:17](=[CH:18][N:19]([CH2:24][C:25]([O:27]CC)=[O:26])[N:20]=4)[CH:16]=3)=[O:13])[CH:7]=2)[CH2:3][CH2:2]1.[OH-].[Na+].O.Cl. Product: [CH:1]1([CH2:4][N:5]([CH2:30][CH2:31][CH3:32])[C:6]2[N:11]=[CH:10][N:9]=[C:8]([C:12]([NH:14][C:15]3[CH:23]=[CH:22][C:21]4[C:17](=[CH:18][N:19]([CH2:24][C:25]([OH:27])=[O:26])[N:20]=4)[CH:16]=3)=[O:13])[CH:7]=2)[CH2:3][CH2:2]1. The catalyst class is: 8. (7) Reactant: [NH2:1][C@@H:2]([CH2:10][CH2:11][CH2:12][NH:13][C:14]([NH:16][S:17]([C:20]1[C:21]([CH3:34])=[C:22]2[C:27](=[C:28]([CH3:31])[C:29]=1[CH3:30])[O:26][C:25]([CH3:33])([CH3:32])[CH2:24][CH2:23]2)(=[O:19])=[O:18])=[NH:15])[C:3]([O:5][C:6]([CH3:9])([CH3:8])[CH3:7])=[O:4].[CH2:35]([C:42]1[C:43](=[O:53])[N:44]([CH2:49][C:50](O)=[O:51])[CH:45]=[C:46]([CH3:48])[CH:47]=1)[C:36]1[CH:41]=[CH:40][CH:39]=[CH:38][CH:37]=1.CN(C(ON1N=NC2C=CC=CC1=2)=[N+](C)C)C.F[P-](F)(F)(F)(F)F.CCN(C(C)C)C(C)C. Product: [CH2:35]([C:42]1[C:43](=[O:53])[N:44]([CH2:49][C:50]([NH:1][C@@H:2]([CH2:10][CH2:11][CH2:12][NH:13][C:14]([NH:16][S:17]([C:20]2[C:21]([CH3:34])=[C:22]3[C:27](=[C:28]([CH3:31])[C:29]=2[CH3:30])[O:26][C:25]([CH3:33])([CH3:32])[CH2:24][CH2:23]3)(=[O:18])=[O:19])=[NH:15])[C:3]([O:5][C:6]([CH3:7])([CH3:8])[CH3:9])=[O:4])=[O:51])[CH:45]=[C:46]([CH3:48])[CH:47]=1)[C:36]1[CH:37]=[CH:38][CH:39]=[CH:40][CH:41]=1. The catalyst class is: 3.